From a dataset of Peptide-MHC class I binding affinity with 185,985 pairs from IEDB/IMGT. Regression. Given a peptide amino acid sequence and an MHC pseudo amino acid sequence, predict their binding affinity value. This is MHC class I binding data. The MHC is HLA-A02:03 with pseudo-sequence HLA-A02:03. The binding affinity (normalized) is 0.438. The peptide sequence is YIESKAKQL.